Predict which catalyst facilitates the given reaction. From a dataset of Catalyst prediction with 721,799 reactions and 888 catalyst types from USPTO. (1) Reactant: [CH:1]([O:4][C:5]1[CH:10]=[C:9]([CH:11]2[CH2:16][CH2:15][NH:14][CH2:13][CH2:12]2)[C:8]([CH3:17])=[CH:7][C:6]=1[NH:18][C:19]1[N:24]=[C:23]2[NH:25][N:26]=[CH:27][C:22]2=[C:21]([NH:28][C:29]2[CH:34]=[CH:33][CH:32]=[CH:31][C:30]=2[S:35]([CH:38]([CH3:40])[CH3:39])(=[O:37])=[O:36])[N:20]=1)([CH3:3])[CH3:2].Cl.[CH3:42][N:43]([CH3:48])[CH2:44][C:45](Cl)=[O:46].C(N(CC)CC)C. Product: [CH3:42][N:43]([CH3:48])[CH2:44][C:45]([N:14]1[CH2:15][CH2:16][CH:11]([C:9]2[CH:10]=[C:5]([O:4][CH:1]([CH3:3])[CH3:2])[C:6]([NH:18][C:19]3[N:24]=[C:23]4[NH:25][N:26]=[CH:27][C:22]4=[C:21]([NH:28][C:29]4[CH:34]=[CH:33][CH:32]=[CH:31][C:30]=4[S:35]([CH:38]([CH3:40])[CH3:39])(=[O:36])=[O:37])[N:20]=3)=[CH:7][C:8]=2[CH3:17])[CH2:12][CH2:13]1)=[O:46]. The catalyst class is: 4. (2) Reactant: [N+:1]([C:4]1[CH:5]=[N:6][NH:7][CH:8]=1)([O-:3])=[O:2].Cl[CH2:10][C:11]([NH:13][C:14]1[N:19]=[C:18]([O:20][CH3:21])[C:17]([O:22][CH3:23])=[CH:16][N:15]=1)=[O:12].C([O-])([O-])=O.[Cs+].[Cs+].CC#N. Product: [CH3:21][O:20][C:18]1[C:17]([O:22][CH3:23])=[CH:16][N:15]=[C:14]([NH:13][C:11](=[O:12])[CH2:10][N:6]2[CH:5]=[C:4]([N+:1]([O-:3])=[O:2])[CH:8]=[N:7]2)[N:19]=1. The catalyst class is: 2. (3) Reactant: [F:1][C:2]1[CH:7]=[CH:6][C:5]([C:8]2[O:9][C:10]3[CH:20]=[C:19]([N:21]([CH3:26])[S:22]([CH3:25])(=[O:24])=[O:23])[C:18]([C:27]4[CH:32]=[CH:31][CH:30]=[C:29]([C:33]#[C:34][Si](C)(C)C)[CH:28]=4)=[CH:17][C:11]=3[C:12]=2[C:13]([NH:15][CH3:16])=[O:14])=[CH:4][CH:3]=1.[F-].[K+]. Product: [C:33]([C:29]1[CH:28]=[C:27]([C:18]2[C:19]([N:21]([CH3:26])[S:22]([CH3:25])(=[O:23])=[O:24])=[CH:20][C:10]3[O:9][C:8]([C:5]4[CH:4]=[CH:3][C:2]([F:1])=[CH:7][CH:6]=4)=[C:12]([C:13]([NH:15][CH3:16])=[O:14])[C:11]=3[CH:17]=2)[CH:32]=[CH:31][CH:30]=1)#[CH:34]. The catalyst class is: 24. (4) Reactant: C([Cl:4])(=O)C.[CH:5]1([NH:8][CH:9]([C:14]2[C:15](=[O:23])[C:16]([OH:22])=[C:17]([CH2:20][CH3:21])[NH:18][CH:19]=2)[C:10]([F:13])([F:12])[F:11])[CH2:7][CH2:6]1. Product: [ClH:4].[CH:5]1([NH:8][CH:9]([C:14]2[C:15](=[O:23])[C:16]([OH:22])=[C:17]([CH2:20][CH3:21])[NH:18][CH:19]=2)[C:10]([F:12])([F:11])[F:13])[CH2:6][CH2:7]1. The catalyst class is: 5. (5) Reactant: [CH2:1]([C:3]1[CH:8]=[C:7]([CH3:9])[CH:6]=[C:5]([CH2:10][CH3:11])[C:4]=1[C:12]1[C:13](=[O:31])[N:14]([CH3:30])[N:15]=[C:16]([CH2:28][OH:29])[C:17]=1[S:18]([C:21]1[CH:26]=[CH:25][C:24]([CH3:27])=[CH:23][CH:22]=1)(=[O:20])=[O:19])[CH3:2].C(N(C(C)C)CC)(C)C.[CH3:41][O:42][CH2:43]Cl.C(=O)([O-])O.[Na+]. Product: [CH2:1]([C:3]1[CH:8]=[C:7]([CH3:9])[CH:6]=[C:5]([CH2:10][CH3:11])[C:4]=1[C:12]1[C:13](=[O:31])[N:14]([CH3:30])[N:15]=[C:16]([CH2:28][O:29][CH2:41][O:42][CH3:43])[C:17]=1[S:18]([C:21]1[CH:22]=[CH:23][C:24]([CH3:27])=[CH:25][CH:26]=1)(=[O:20])=[O:19])[CH3:2]. The catalyst class is: 1. (6) Reactant: [C:1]([O:5][C:6]([N:8]1[C@H:12]([CH2:13][OH:14])[CH2:11][C@H:10]([O:15][C:16]2[CH:21]=[C:20]([F:22])[CH:19]=[CH:18][C:17]=2[NH:23][C:24]2[C:25]3[C:32]([CH3:33])=[C:31]([C:34](O)=[O:35])[S:30][C:26]=3[N:27]=[CH:28][N:29]=2)[CH2:9]1)=[O:7])([CH3:4])([CH3:3])[CH3:2].[NH3:37]. Product: [C:1]([O:5][C:6]([N:8]1[C@H:12]([CH2:13][OH:14])[CH2:11][C@H:10]([O:15][C:16]2[CH:21]=[C:20]([F:22])[CH:19]=[CH:18][C:17]=2[NH:23][C:24]2[C:25]3[C:32]([CH3:33])=[C:31]([C:34]([NH2:37])=[O:35])[S:30][C:26]=3[N:27]=[CH:28][N:29]=2)[CH2:9]1)=[O:7])([CH3:4])([CH3:3])[CH3:2]. The catalyst class is: 5. (7) Reactant: [Br:1][CH2:2][C:3]1[CH:40]=[CH:39][C:6]([CH2:7][O:8][C:9]2[CH:14]=[CH:13][C:12]([CH:15]3[N:18]([C:19]4[CH:24]=[CH:23][C:22]([F:25])=[CH:21][CH:20]=4)[C:17](=[O:26])[CH:16]3[CH2:27][CH2:28][CH:29]([C:31]3[CH:36]=[CH:35][C:34]([F:37])=[CH:33][CH:32]=3)[OH:30])=[C:11]([OH:38])[CH:10]=2)=[CH:5][CH:4]=1.[CH2:41]1[N:46]2[CH2:47][CH2:48][N:43]([CH2:44][CH2:45]2)[CH2:42]1. Product: [Br-:1].[F:25][C:22]1[CH:23]=[CH:24][C:19]([N:18]2[C:17](=[O:26])[CH:16]([CH2:27][CH2:28][CH:29]([C:31]3[CH:32]=[CH:33][C:34]([F:37])=[CH:35][CH:36]=3)[OH:30])[CH:15]2[C:12]2[CH:13]=[CH:14][C:9]([O:8][CH2:7][C:6]3[CH:39]=[CH:40][C:3]([CH2:2][N+:43]45[CH2:48][CH2:47][N:46]([CH2:45][CH2:44]4)[CH2:41][CH2:42]5)=[CH:4][CH:5]=3)=[CH:10][C:11]=2[OH:38])=[CH:20][CH:21]=1. The catalyst class is: 11. (8) Reactant: [OH:1][C@@H:2]([C:23]1[CH:28]=[CH:27][CH:26]=[CH:25][N:24]=1)[CH2:3][N:4]([CH2:6][C:7]1[S:22][C:10]2[N:11]([CH3:21])[CH:12]=[C:13]([C:16]([O:18]CC)=O)[C:14](=[O:15])[C:9]=2[CH:8]=1)[CH3:5].[F:29][C:30]1[CH:37]=[CH:36][C:33]([CH2:34][NH2:35])=[CH:32][CH:31]=1. Product: [F:29][C:30]1[CH:37]=[CH:36][C:33]([CH2:34][NH:35][C:16]([C:13]2[C:14](=[O:15])[C:9]3[CH:8]=[C:7]([CH2:6][N:4]([CH2:3][C@@H:2]([OH:1])[C:23]4[CH:28]=[CH:27][CH:26]=[CH:25][N:24]=4)[CH3:5])[S:22][C:10]=3[N:11]([CH3:21])[CH:12]=2)=[O:18])=[CH:32][CH:31]=1. The catalyst class is: 196.